From a dataset of Forward reaction prediction with 1.9M reactions from USPTO patents (1976-2016). Predict the product of the given reaction. (1) Given the reactants [C:1](Cl)(=[O:3])[CH3:2].[NH2:5][C:6]1[CH:7]=[CH:8][CH:9]=[C:10]2[C:15]=1[CH:14]=[N:13][C:12]([NH:16][C:17]1[N:18]=[CH:19][C:20]([C:23]#[N:24])=[N:21][CH:22]=1)=[CH:11]2.C(N(C(C)C)CC)(C)C, predict the reaction product. The product is: [C:23]([C:20]1[N:21]=[CH:22][C:17]([NH:16][C:12]2[N:13]=[CH:14][C:15]3[C:10]([CH:11]=2)=[CH:9][CH:8]=[CH:7][C:6]=3[NH:5][C:1](=[O:3])[CH3:2])=[N:18][CH:19]=1)#[N:24]. (2) Given the reactants C(N(CC)CC)C.[CH:8]([C:10]1[C:18]2[C:13](=[CH:14][CH:15]=[CH:16][CH:17]=2)[N:12](C(OC(C)(C)C)=O)[CH:11]=1)=[O:9].[N:26]1[N:34]2[C:29]([CH2:30][O:31][CH2:32][CH2:33]2)=[CH:28][C:27]=1[CH:35]=[N:36][C:37]1[CH:42]=[CH:41][CH:40]=[C:39]([O:43][CH3:44])[CH:38]=1, predict the reaction product. The product is: [N:26]1[N:34]2[C:29]([CH2:30][O:31][CH2:32][CH2:33]2)=[CH:28][C:27]=1[CH:35]([NH:36][C:37]1[CH:42]=[CH:41][CH:40]=[C:39]([O:43][CH3:44])[CH:38]=1)[C:8]([C:10]1[C:18]2[C:13](=[CH:14][CH:15]=[CH:16][CH:17]=2)[NH:12][CH:11]=1)=[O:9]. (3) Given the reactants [C:1]1([C:7]2[CH:13]=[CH:12][NH:11][C:10](=[O:14])[CH2:9][CH:8]=2)[CH:6]=[CH:5][CH:4]=[CH:3][CH:2]=1.O1CCC[CH2:16]1.CC(C)([O-])C.[K+].IC, predict the reaction product. The product is: [CH3:16][N:11]1[CH:12]=[CH:13][C:7]([C:1]2[CH:2]=[CH:3][CH:4]=[CH:5][CH:6]=2)=[CH:8][CH2:9][C:10]1=[O:14]. (4) Given the reactants [CH2:1]([C@H:8]1[CH2:12][O:11][C:10](=[O:13])[N:9]1[C:14](=[O:24])[CH2:15][C:16]1[CH:21]=[CH:20][C:19]([Br:22])=[CH:18][C:17]=1[F:23])[C:2]1[CH:7]=[CH:6][CH:5]=[CH:4][CH:3]=1.CI.[CH3:27][Si]([N-][Si](C)(C)C)(C)C.[Na+], predict the reaction product. The product is: [CH2:1]([C@H:8]1[CH2:12][O:11][C:10](=[O:13])[N:9]1[C:14](=[O:24])[C@H:15]([C:16]1[CH:21]=[CH:20][C:19]([Br:22])=[CH:18][C:17]=1[F:23])[CH3:27])[C:2]1[CH:3]=[CH:4][CH:5]=[CH:6][CH:7]=1. (5) Given the reactants [CH3:1][C:2]1[CH:10]=[CH:9][C:5]([C:6]([OH:8])=O)=[CH:4][C:3]=1[B:11]1[O:15][C:14]([CH3:17])([CH3:16])[C:13]([CH3:19])([CH3:18])[O:12]1.CCN(C(C)C)C(C)C.CN(C(ON1N=[N:44][C:39]2[CH:40]=[CH:41][CH:42]=NC1=2)=[N+](C)C)C.F[P-](F)(F)(F)(F)F.C1(CN)CC1, predict the reaction product. The product is: [CH:40]1([CH2:39][NH:44][C:6](=[O:8])[C:5]2[CH:9]=[CH:10][C:2]([CH3:1])=[C:3]([B:11]3[O:12][C:13]([CH3:19])([CH3:18])[C:14]([CH3:16])([CH3:17])[O:15]3)[CH:4]=2)[CH2:42][CH2:41]1. (6) Given the reactants [CH3:1][C:2]1[N:7]=[C:6]2[S:8][C:9]3[CH2:14][CH2:13][CH2:12][CH2:11][C:10]=3[C:5]2=[C:4]([C:15]2[CH:20]=[CH:19][C:18]([F:21])=[CH:17][CH:16]=2)[C:3]=1[CH:22]([CH2:27][CH2:28][CH3:29])[C:23]([O:25]C)=[O:24].[OH-].[Na+], predict the reaction product. The product is: [CH3:1][C:2]1[N:7]=[C:6]2[S:8][C:9]3[CH2:14][CH2:13][CH2:12][CH2:11][C:10]=3[C:5]2=[C:4]([C:15]2[CH:16]=[CH:17][C:18]([F:21])=[CH:19][CH:20]=2)[C:3]=1[CH:22]([CH2:27][CH2:28][CH3:29])[C:23]([OH:25])=[O:24]. (7) Given the reactants C(=O)(O)[O-].[Na+].[NH2:6][C:7]1[N:11]([C:12]2[CH:13]=[C:14]([CH2:22][C:23]([NH2:25])=[O:24])[C:15]3[C:20]([CH:21]=2)=[CH:19][CH:18]=[CH:17][CH:16]=3)[N:10]=[C:9]([C:26]([CH3:29])([CH3:28])[CH3:27])[CH:8]=1.[C:30](Cl)([O:32][CH2:33][C:34]([Cl:37])([Cl:36])[Cl:35])=[O:31], predict the reaction product. The product is: [NH2:25][C:23](=[O:24])[CH2:22][C:14]1[C:15]2[C:20](=[CH:19][CH:18]=[CH:17][CH:16]=2)[CH:21]=[C:12]([N:11]2[C:7]([NH:6][C:30](=[O:31])[O:32][CH2:33][C:34]([Cl:37])([Cl:36])[Cl:35])=[CH:8][C:9]([C:26]([CH3:29])([CH3:28])[CH3:27])=[N:10]2)[CH:13]=1.